The task is: Predict the reactants needed to synthesize the given product.. This data is from Full USPTO retrosynthesis dataset with 1.9M reactions from patents (1976-2016). Given the product [F:14][CH:2]([F:1])[O:3][C:4]1[N:9]=[CH:8][N:7]=[C:6]([CH2:10][OH:11])[C:5]=1[CH3:13], predict the reactants needed to synthesize it. The reactants are: [F:1][CH:2]([F:14])[O:3][C:4]1[N:9]=[CH:8][N:7]=[C:6]([C:10]([O-])=[O:11])[C:5]=1[CH3:13].[BH4-].[Na+].